Dataset: Full USPTO retrosynthesis dataset with 1.9M reactions from patents (1976-2016). Task: Predict the reactants needed to synthesize the given product. (1) The reactants are: Br[C:2]1[S:3][CH:4]=[C:5]([Br:7])[N:6]=1.[NH:8]1[CH2:13][CH2:12][CH2:11][CH2:10][C:9]1=[O:14].O1CCOCC1.C(=O)([O-])[O-].[Cs+].[Cs+]. Given the product [Br:7][C:5]1[N:6]=[C:2]([N:8]2[CH2:13][CH2:12][CH2:11][CH2:10][C:9]2=[O:14])[S:3][CH:4]=1, predict the reactants needed to synthesize it. (2) Given the product [NH:23]1[CH2:24][CH2:25][CH:26]([N:29]2[C:37]3[C:32](=[N:33][CH:34]=[CH:35][CH:36]=3)[NH:31][C:30]2=[O:38])[CH2:27][CH2:28]1, predict the reactants needed to synthesize it. The reactants are: FC1C(F)=CC=CC=1[C@@H]1CC[C@@H](CC([N:23]2[CH2:28][CH2:27][CH:26]([N:29]3[C:37]4[C:32](=[N:33][CH:34]=[CH:35][CH:36]=4)[NH:31][C:30]3=[O:38])[CH2:25][CH2:24]2)=O)C2=NC=CC=C2C1.FC1C(F)=CC=CC=1[C@H]1CC[C@H](CC(N2CCC(N3C4C(=NC=CC=4)NC3=O)CC2)=O)C2=NC=CC=C2C1.Cl.